This data is from Forward reaction prediction with 1.9M reactions from USPTO patents (1976-2016). The task is: Predict the product of the given reaction. Given the reactants C([O:4][CH2:5][C:6]1[CH:11]=[C:10]([Cl:12])[C:9]([CH3:13])=[CH:8][N:7]=1)(=O)C.O.[OH-].[Li+], predict the reaction product. The product is: [Cl:12][C:10]1[C:9]([CH3:13])=[CH:8][N:7]=[C:6]([CH2:5][OH:4])[CH:11]=1.